Dataset: Reaction yield outcomes from USPTO patents with 853,638 reactions. Task: Predict the reaction yield, written as a fraction of the theoretical maximum amount of product (1.0 means a 100% yield; for example, 0.34 means a 34% yield). The reactants are [Si:1]([O:8][C@H:9]([CH3:35])[C@@H:10]([NH:25][C:26]1[CH:31]=[CH:30][C:29]([C:32]#[N:33])=[C:28]([Cl:34])[CH:27]=1)[C:11]([NH:13][NH:14][C:15](=O)[C:16]1[CH:21]=[CH:20][C:19]([C:22]#[N:23])=[CH:18][CH:17]=1)=[O:12])([C:4]([CH3:7])([CH3:6])[CH3:5])([CH3:3])[CH3:2].C1C=CC(P(C2C=CC=CC=2)C2C=CC=CC=2)=CC=1.II.CCN(CC)CC. The catalyst is C(Cl)Cl. The product is [Si:1]([O:8][C@H:9]([CH3:35])[C@@H:10]([NH:25][C:26]1[CH:31]=[CH:30][C:29]([C:32]#[N:33])=[C:28]([Cl:34])[CH:27]=1)[C:11]1[O:12][C:15]([C:16]2[CH:17]=[CH:18][C:19]([C:22]#[N:23])=[CH:20][CH:21]=2)=[N:14][N:13]=1)([C:4]([CH3:6])([CH3:5])[CH3:7])([CH3:3])[CH3:2]. The yield is 1.00.